Dataset: Reaction yield outcomes from USPTO patents with 853,638 reactions. Task: Predict the reaction yield, written as a fraction of the theoretical maximum amount of product (1.0 means a 100% yield; for example, 0.34 means a 34% yield). (1) The reactants are [CH:1]([O:4][C:5]1[N:10]=[C:9]([C:11]([OH:13])=O)[CH:8]=[CH:7][C:6]=1[N+:14]([O-:16])=[O:15])([CH3:3])[CH3:2].[NH2:17][C:18]1[CH:29]=[CH:28][C:21]([C:22]([O:24][CH:25]([CH3:27])[CH3:26])=[O:23])=[CH:20][C:19]=1[O:30][CH:31]([CH3:33])[CH3:32].C1C=CC2N(O)N=NC=2C=1.CCN=C=NCCCN(C)C.Cl. The catalyst is CN(C=O)C.C(Cl)(Cl)Cl. The product is [CH:31]([O:30][C:19]1[CH:20]=[C:21]([CH:28]=[CH:29][C:18]=1[NH:17][C:11]([C:9]1[CH:8]=[CH:7][C:6]([N+:14]([O-:16])=[O:15])=[C:5]([O:4][CH:1]([CH3:2])[CH3:3])[N:10]=1)=[O:13])[C:22]([O:24][CH:25]([CH3:26])[CH3:27])=[O:23])([CH3:32])[CH3:33]. The yield is 0.700. (2) The reactants are [CH:1]1([C:5](=O)[CH2:6][C:7]#[N:8])[CH2:4][CH2:3][CH2:2]1.[C:10]1([NH:16][NH2:17])[CH:15]=[CH:14][CH:13]=[CH:12][CH:11]=1. The catalyst is C(O)C. The product is [CH:1]1([C:5]2[CH:6]=[C:7]([NH2:8])[N:16]([C:10]3[CH:15]=[CH:14][CH:13]=[CH:12][CH:11]=3)[N:17]=2)[CH2:4][CH2:3][CH2:2]1. The yield is 0.430. (3) The catalyst is CS(C)=O. The product is [NH2:19][CH2:20][CH2:21][CH2:22][CH2:23][CH2:24][NH:25][C:2]1[CH:17]=[CH:16][CH:15]=[C:14]2[C:3]=1[C:4](=[O:18])[C:5]1[C:13]3[C:12]2=[N:11][NH:10][C:9]=3[CH:8]=[CH:7][CH:6]=1. The yield is 0.760. The reactants are Cl[C:2]1[CH:17]=[CH:16][CH:15]=[C:14]2[C:3]=1[C:4](=[O:18])[C:5]1[C:13]3[C:12]2=[N:11][NH:10][C:9]=3[CH:8]=[CH:7][CH:6]=1.[NH2:19][CH2:20][CH2:21][CH2:22][CH2:23][CH2:24][NH2:25]. (4) The reactants are [CH2:1]([C:3]1[N:4]([C:28]2[CH:33]=[CH:32][C:31]([O:34]C)=[CH:30][CH:29]=2)[C:5](=[O:27])[C:6]([CH2:12][C:13]2[CH:18]=[CH:17][C:16]([C:19]3[C:20]([C:25]#[N:26])=[CH:21][CH:22]=[CH:23][CH:24]=3)=[CH:15][CH:14]=2)=[C:7]([CH2:9][CH2:10][CH3:11])[N:8]=1)[CH3:2].B(Br)(Br)Br.C(OCC)(=O)C.O. The catalyst is ClCCl. The product is [CH2:1]([C:3]1[N:4]([C:28]2[CH:33]=[CH:32][C:31]([OH:34])=[CH:30][CH:29]=2)[C:5](=[O:27])[C:6]([CH2:12][C:13]2[CH:18]=[CH:17][C:16]([C:19]3[C:20]([C:25]#[N:26])=[CH:21][CH:22]=[CH:23][CH:24]=3)=[CH:15][CH:14]=2)=[C:7]([CH2:9][CH2:10][CH3:11])[N:8]=1)[CH3:2]. The yield is 0.870. (5) The reactants are [Br:1][C:2]1[CH:6]=[C:5]([CH3:7])[NH:4][N:3]=1.[H-].[Na+].[CH3:10][Si:11]([CH3:18])([CH3:17])[CH2:12][CH2:13][O:14][CH2:15]Cl. The catalyst is O1CCCC1.C(OCC)(=O)C.O. The product is [Br:1][C:2]1[CH:6]=[C:5]([CH3:7])[N:4]([CH2:15][O:14][CH2:13][CH2:12][Si:11]([CH3:18])([CH3:17])[CH3:10])[N:3]=1. The yield is 1.00. (6) The reactants are [CH3:1][CH2:2][C@H:3]1[O:18][C:16](=[O:17])[C@H:15]([CH3:19])[C@@H:14]([O:20][C@@H:21]2[O:26][C@@H:25]([CH3:27])[C@H:24]([OH:28])[C@@:23]([O:30][CH3:31])([CH3:29])[CH2:22]2)[C@H:13]([CH3:32])[C@@H:12]([O:33][C@@H:34]2[O:39][C@H:38]([CH3:40])[CH2:37][C@H:36]([N:41]([CH3:43])[CH3:42])[C@H:35]2[OH:44])[C@@:11](O)([CH3:45])[CH2:10][C@@H:9]([CH3:47])[C:7](=[O:8])[C@H:6]([CH3:48])[C@@H:5]([OH:49])[C@@:4]1([OH:51])[CH3:50].C([O-])(O)=O.[Na+]. The catalyst is C(O)(=O)C.C(Cl)(Cl)Cl. The product is [CH3:1][CH2:2][C@H:3]1[O:18][C:16](=[O:17])[C@H:15]([CH3:19])[C@@H:14]([O:20][C@@H:21]2[O:26][C@@H:25]([CH3:27])[C@H:24]([OH:28])[C@@:23]([O:30][CH3:31])([CH3:29])[CH2:22]2)[C@H:13]([CH3:32])[C@@H:12]([O:33][C@@H:34]2[O:39][C@H:38]([CH3:40])[CH2:37][C@H:36]([N:41]([CH3:42])[CH3:43])[C@H:35]2[OH:44])[C@:11]2([CH3:45])[O:8][C:7](=[C:9]([CH3:47])[CH2:10]2)[C@H:6]([CH3:48])[C@@H:5]([OH:49])[C@@:4]1([OH:51])[CH3:50]. The yield is 0.710.